From a dataset of Full USPTO retrosynthesis dataset with 1.9M reactions from patents (1976-2016). Predict the reactants needed to synthesize the given product. (1) Given the product [OH:33][CH2:32][CH2:31][NH:30][C:26]([C:24]1[CH:25]=[C:20]2[CH:19]=[C:18]([CH:7]([C:8]3[CH:9]=[N:10][C:11]([S:14]([CH3:17])(=[O:16])=[O:15])=[CH:12][CH:13]=3)[CH2:6][CH:1]3[CH2:2][CH2:3][CH2:4][CH2:5]3)[NH:29][C:21]2=[N:22][CH:23]=1)=[O:28], predict the reactants needed to synthesize it. The reactants are: [CH:1]1([CH2:6][CH:7]([C:18]2[NH:29][C:21]3=[N:22][CH:23]=[C:24]([C:26]([OH:28])=O)[CH:25]=[C:20]3[CH:19]=2)[C:8]2[CH:9]=[N:10][C:11]([S:14]([CH3:17])(=[O:16])=[O:15])=[CH:12][CH:13]=2)[CH2:5][CH2:4][CH2:3][CH2:2]1.[NH2:30][CH2:31][CH2:32][OH:33].CN1CCOCC1.O.ON1C2C=CC=CC=2N=N1.Cl.CN(C)CCCN=C=NCC. (2) Given the product [CH3:28][CH:27]1[C:26]2[C:21](=[CH:22][CH:23]=[CH:24][CH:25]=2)[C:20]2[CH:19]=[CH:18][CH:17]=[CH:16][C:15]=2[N:14]1[S:11]([C:5]1[CH:4]=[C:3]([OH:2])[C:8]([OH:9])=[CH:7][CH:6]=1)(=[O:13])=[O:12], predict the reactants needed to synthesize it. The reactants are: C[O:2][C:3]1[CH:4]=[C:5]([S:11]([N:14]2[CH:27]([CH3:28])[C:26]3[C:21](=[CH:22][CH:23]=[CH:24][CH:25]=3)[C:20]3[CH:19]=[CH:18][CH:17]=[CH:16][C:15]2=3)(=[O:13])=[O:12])[CH:6]=[CH:7][C:8]=1[O:9]C.C1CCCCC=1.B(Br)(Br)Br.ClCCl. (3) Given the product [CH3:15][CH2:14][CH2:13][CH2:12][CH2:11][CH2:10][CH2:9][CH2:8][CH2:7][C:6]([OH:18])=[O:5].[CH2:1]([CH:3]([CH2:19][CH2:20][CH2:21][CH3:22])[CH2:4][O:5][C:6](=[O:18])[CH2:7][CH2:8][CH2:9][CH2:10][CH2:11][CH2:12][CH2:13][CH:14]=[CH:15][CH2:16][CH3:17])[CH3:2], predict the reactants needed to synthesize it. The reactants are: [CH2:1]([CH:3]([CH2:19][CH2:20][CH2:21][CH3:22])[CH2:4][O:5][C:6](=[O:18])[CH2:7][CH2:8][CH2:9][CH2:10][CH2:11][CH2:12][CH2:13][CH:14]=[CH:15][CH2:16][CH3:17])[CH3:2].C(O)(=O)CCCCCCCCCCC.FC(F)(F)S(O)(=O)=O. (4) Given the product [CH2:1]([NH:3][C:4]([C:6]1[CH:7]=[CH:8][C:9]([N:12]2[C:16]([O:17][CH2:23][CH2:24][CH2:25][C:26]3[CH:31]=[CH:30][CH:29]=[CH:28][CH:27]=3)=[C:15]([C:18]([O:20][CH3:21])=[O:19])[N:14]=[N:13]2)=[CH:10][CH:11]=1)=[O:5])[CH3:2], predict the reactants needed to synthesize it. The reactants are: [CH2:1]([NH:3][C:4]([C:6]1[CH:11]=[CH:10][C:9]([N:12]2[C:16]([OH:17])=[C:15]([C:18]([O:20][CH3:21])=[O:19])[N:14]=[N:13]2)=[CH:8][CH:7]=1)=[O:5])[CH3:2].Br[CH2:23][CH2:24][CH2:25][C:26]1[CH:31]=[CH:30][CH:29]=[CH:28][CH:27]=1.C(=O)([O-])[O-].[K+].[K+]. (5) Given the product [C:17]([N:13]1[C:14]2[C:9](=[CH:8][C:7]([C:5]([OH:6])=[O:4])=[CH:16][CH:15]=2)[C:10]([C:23]2[CH:28]=[CH:27][CH:26]=[CH:25][CH:24]=2)([CH3:22])[CH2:11][C:12]1([CH3:21])[CH3:20])(=[O:19])[CH3:18], predict the reactants needed to synthesize it. The reactants are: [OH-].[Na+].C[O:4][C:5]([C:7]1[CH:8]=[C:9]2[C:14](=[CH:15][CH:16]=1)[N:13]([C:17](=[O:19])[CH3:18])[C:12]([CH3:21])([CH3:20])[CH2:11][C:10]2([C:23]1[CH:28]=[CH:27][CH:26]=[CH:25][CH:24]=1)[CH3:22])=[O:6].O. (6) Given the product [CH:1]([C:3]1[S:7][C:6]([C:8]2[O:10][N:15]=[C:14]([C:16]3[CH:17]=[C:18]([CH3:28])[C:19]([CH2:23][CH2:24][C:25]([OH:27])=[O:26])=[C:20]([CH3:22])[CH:21]=3)[N:13]=2)=[CH:5][C:4]=1[CH3:11])=[O:2], predict the reactants needed to synthesize it. The reactants are: [CH:1]([C:3]1[S:7][C:6]([C:8]([OH:10])=O)=[CH:5][C:4]=1[CH3:11])=[O:2].O[NH:13][C:14]([C:16]1[CH:21]=[C:20]([CH3:22])[C:19]([CH2:23][CH2:24][C:25]([OH:27])=[O:26])=[C:18]([CH3:28])[CH:17]=1)=[NH:15]. (7) Given the product [CH3:4][C:2]([O:5][C:6]([NH:8][C@@H:9]([C:31]([OH:33])=[O:32])[CH2:10][S:11][C:12]([C:19]1[CH:24]=[CH:23][CH:22]=[CH:21][CH:20]=1)([C:25]1[CH:26]=[CH:27][CH:28]=[CH:29][CH:30]=1)[C:13]1[CH:18]=[CH:17][CH:16]=[CH:15][CH:14]=1)=[O:7])([CH3:1])[CH3:3].[CH3:47][O:46][C:44]([C@@H:35]([NH2:34])[CH2:36][C:37]1[CH:38]=[CH:39][C:40]([OH:43])=[CH:41][CH:42]=1)=[O:45], predict the reactants needed to synthesize it. The reactants are: [CH3:1][C:2]([O:5][C:6]([NH:8][C@H:9]([C:31]([OH:33])=[O:32])[CH2:10][S:11][C:12]([C:25]1[CH:30]=[CH:29][CH:28]=[CH:27][CH:26]=1)([C:19]1[CH:24]=[CH:23][CH:22]=[CH:21][CH:20]=1)[C:13]1[CH:18]=[CH:17][CH:16]=[CH:15][CH:14]=1)=[O:7])([CH3:4])[CH3:3].[NH2:34][C@H:35]([C:44]([O:46][CH3:47])=[O:45])[CH2:36][C:37]1[CH:42]=[CH:41][C:40]([OH:43])=[CH:39][CH:38]=1.Cl.CN1CCOCC1.O.ON1C2C=CC=CC=2N=N1.C1(N=C=NC2CCCCC2)CCCCC1. (8) Given the product [Cl:1][C:2]1[CH:7]=[CH:6][CH:5]=[C:4]([F:8])[C:3]=1[NH:9][C:10]1[NH:11][C:12]2[C:18]3[CH2:19][C:20]([CH3:22])([CH3:23])[O:21][C:17]=3[C:16]([C:24]([NH:37][C:36]3[CH:38]=[CH:39][CH:40]=[C:34]([CH:31]4[CH2:33][CH2:32]4)[CH:35]=3)=[O:26])=[CH:15][C:13]=2[N:14]=1, predict the reactants needed to synthesize it. The reactants are: [Cl:1][C:2]1[CH:7]=[CH:6][CH:5]=[C:4]([F:8])[C:3]=1[NH:9][C:10]1[NH:11][C:12]2[C:18]3[CH2:19][C:20]([CH3:23])([CH3:22])[O:21][C:17]=3[C:16]([C:24]([OH:26])=O)=[CH:15][C:13]=2[N:14]=1.S(Cl)(Cl)=O.[CH:31]1([C:34]2[CH:35]=[C:36]([CH:38]=[CH:39][CH:40]=2)[NH2:37])[CH2:33][CH2:32]1.CCN(C(C)C)C(C)C. (9) Given the product [Cl:16][C:15]1[C:10]([C:4]2[CH:3]=[C:2]([Cl:1])[CH:9]=[CH:8][C:5]=2[C:6]#[N:7])=[CH:11][C:12](=[O:17])[N:13]([CH2:19][C:20]([O:22][C:23]([CH3:26])([CH3:25])[CH3:24])=[O:21])[CH:14]=1, predict the reactants needed to synthesize it. The reactants are: [Cl:1][C:2]1[CH:9]=[CH:8][C:5]([C:6]#[N:7])=[C:4]([C:10]2[C:15]([Cl:16])=[CH:14][NH:13][C:12](=[O:17])[CH:11]=2)[CH:3]=1.Br[CH2:19][C:20]([O:22][C:23]([CH3:26])([CH3:25])[CH3:24])=[O:21].